Dataset: Reaction yield outcomes from USPTO patents with 853,638 reactions. Task: Predict the reaction yield, written as a fraction of the theoretical maximum amount of product (1.0 means a 100% yield; for example, 0.34 means a 34% yield). The reactants are [OH:1][C:2]1[CH:7]=[CH:6][C:5]([N:8]2[C:13](=[O:14])[C:12]([CH2:15][C:16]3[CH:21]=[CH:20][C:19]([C:22]4[C:23]([C:28]#[N:29])=[CH:24][CH:25]=[CH:26][CH:27]=4)=[CH:18][CH:17]=3)=[C:11]([CH2:30][CH2:31][CH3:32])[N:10]=[C:9]2[CH3:33])=[CH:4][CH:3]=1.O[CH:35]1[CH2:40][CH2:39][C:38](=[O:41])[CH:37]([CH3:42])[CH2:36]1.C1(P(C2C=CC=CC=2)C2C=CC=CC=2)C=CC=CC=1.[N:63]([C:64]([O:66]C(C)C)=[O:65])=[N:63][C:64]([O:66]C(C)C)=[O:65]. The catalyst is O1CCCC1.O.C(OCC)(=O)C. The product is [OH:41][CH:38]1[CH2:39][CH2:40][CH:35]([O:1][C:2]2[CH:3]=[CH:4][C:5]([N:8]3[C:13](=[O:14])[C:12]([CH2:15][C:16]4[CH:21]=[CH:20][C:19]([C:22]5[CH:27]=[CH:26][CH:25]=[CH:24][C:23]=5[C:28]5[NH:63][C:64](=[O:65])[O:66][N:29]=5)=[CH:18][CH:17]=4)=[C:11]([CH2:30][CH2:31][CH3:32])[N:10]=[C:9]3[CH3:33])=[CH:6][CH:7]=2)[CH2:36][CH:37]1[CH3:42]. The yield is 0.330.